Dataset: Catalyst prediction with 721,799 reactions and 888 catalyst types from USPTO. Task: Predict which catalyst facilitates the given reaction. (1) Reactant: [Br:1][C:2]1[CH:3]=[N:4][NH:5][CH:6]=1.[C:7](Cl)([C:20]1[CH:25]=[CH:24][CH:23]=[CH:22][CH:21]=1)([C:14]1[CH:19]=[CH:18][CH:17]=[CH:16][CH:15]=1)[C:8]1[CH:13]=[CH:12][CH:11]=[CH:10][CH:9]=1.N1C=CC=CC=1. Product: [Br:1][C:2]1[CH:3]=[N:4][N:5]([C:7]([C:8]2[CH:13]=[CH:12][CH:11]=[CH:10][CH:9]=2)([C:20]2[CH:21]=[CH:22][CH:23]=[CH:24][CH:25]=2)[C:14]2[CH:15]=[CH:16][CH:17]=[CH:18][CH:19]=2)[CH:6]=1. The catalyst class is: 119. (2) Reactant: [Cl:1][CH2:2][CH2:3][N:4]1[CH2:8][CH2:7][CH2:6][CH2:5]1.[OH-].[Na+].[CH:11]1([O:14][C:15]2[CH:20]=[CH:19][C:18]([C:21]3[S:39][C:24]4[C:25](=[O:38])[N:26]([C:29]5[CH:34]=[CH:33][C:32]([OH:35])=[C:31]([O:36][CH3:37])[CH:30]=5)[CH2:27][CH2:28][C:23]=4[CH:22]=3)=[CH:17][CH:16]=2)[CH2:13][CH2:12]1.C1(O)C=CC=CC=1.C([O-])([O-])=O.[K+].[K+].[Cl-]. Product: [ClH:1].[CH:11]1([O:14][C:15]2[CH:16]=[CH:17][C:18]([C:21]3[S:39][C:24]4[C:25](=[O:38])[N:26]([C:29]5[CH:34]=[CH:33][C:32]([O:35][CH2:2][CH2:3][N:4]6[CH2:8][CH2:7][CH2:6][CH2:5]6)=[C:31]([O:36][CH3:37])[CH:30]=5)[CH2:27][CH2:28][C:23]=4[CH:22]=3)=[CH:19][CH:20]=2)[CH2:12][CH2:13]1. The catalyst class is: 85.